Task: Predict the product of the given reaction.. Dataset: Forward reaction prediction with 1.9M reactions from USPTO patents (1976-2016) (1) Given the reactants [CH3:1][O:2][C:3]1[CH:4]=[C:5](/[CH:13]=[CH:14]/[C:15]2[CH:20]=[CH:19][CH:18]=[CH:17][CH:16]=2)[CH:6]=[C:7]([O:11][CH3:12])[C:8]=1[CH2:9][CH3:10].[CH3:21][O:22][C:23]1[CH:24]=[C:25](/[CH:32]=[CH:33]/[C:34]2[CH:39]=[CH:38][CH:37]=[CH:36][CH:35]=2)[CH:26]=[C:27]([O:30][CH3:31])[C:28]=1Br.C(I)C, predict the reaction product. The product is: [CH3:12][O:11][C:7]1[CH:6]=[C:5](/[CH:13]=[CH:14]/[C:15]2[CH:16]=[CH:17][CH:18]=[CH:19][CH:20]=2)[CH:4]=[C:3]([O:2][CH3:1])[C:8]=1[CH2:9][CH3:10].[CH3:31][O:30][C:27]1[CH:26]=[C:25](/[CH:32]=[CH:33]/[C:34]2[CH:39]=[CH:38][CH:37]=[CH:36][CH:35]=2)[CH:24]=[C:23]([O:22][CH3:21])[CH:28]=1. (2) Given the reactants ClC1C(Cl)=CC=CC=1N1CCN([CH2:15][CH2:16][CH2:17][CH2:18][O:19][C:20]2[N:25]=[C:24]3[NH:26][N:27]=[CH:28][C:23]3=[CH:22][CH:21]=2)CC1.[CH3:29][C:30]1[C:35]([CH3:36])=[CH:34][CH:33]=[CH:32][C:31]=1[N:37]1[CH2:42][CH2:41][NH:40][CH2:39][CH2:38]1, predict the reaction product. The product is: [CH3:29][C:30]1[C:35]([CH3:36])=[CH:34][CH:33]=[CH:32][C:31]=1[N:37]1[CH2:38][CH2:39][N:40]([CH2:15][CH2:16][CH2:17][CH2:18][O:19][C:20]2[N:25]=[C:24]3[NH:26][N:27]=[CH:28][C:23]3=[CH:22][CH:21]=2)[CH2:41][CH2:42]1. (3) Given the reactants C([O:5][C:6](=[O:18])[CH2:7][CH:8]([NH:11][C:12]([O:14][CH2:15][CH:16]=[CH2:17])=[O:13])[CH2:9][OH:10])(C)(C)C.[Cl:19][C:20]1[CH:27]=[CH:26][C:23]([CH2:24]O)=[CH:22][CH:21]=1, predict the reaction product. The product is: [CH2:15]([O:14][C:12](=[O:13])[NH:11][CH:8]1[CH2:7][C:6](=[O:5])[O:18][CH:9]1[O:10][CH2:24][C:23]1[CH:26]=[CH:27][C:20]([Cl:19])=[CH:21][CH:22]=1)[CH:16]=[CH2:17]. (4) Given the reactants Cl[C:2]1[CH:3]=[CH:4][C:5]([N+:9]([O-:11])=[O:10])=[C:6]([CH:8]=1)[NH2:7].[F:12][C:13]1[CH:18]=[CH:17][C:16]([OH:19])=[CH:15][CH:14]=1.C(=O)([O-])[O-].[K+].[K+].CN(C=O)C, predict the reaction product. The product is: [F:12][C:13]1[CH:18]=[CH:17][C:16]([O:19][C:2]2[CH:3]=[CH:4][C:5]([N+:9]([O-:11])=[O:10])=[C:6]([CH:8]=2)[NH2:7])=[CH:15][CH:14]=1. (5) Given the reactants [C:1]1(C)C=C(C)[CH:4]=[C:3](C)[C:2]=1[S:9](Cl)(=O)=O.ONC(=O)O[C:18]([CH3:21])([CH3:20])[CH3:19].BrC1N=C[NH:27][C:28]=1Br.FC(F)(F)C(O)=[O:33], predict the reaction product. The product is: [CH3:1][C:2]1[S:9][C:28]2=[CH:21][C:18]([CH3:19])=[C:20]([OH:33])[N:27]2[C:3]=1[CH3:4]. (6) Given the reactants [Cl:1][C:2]1[CH:28]=[CH:27][C:5]([C:6]([NH:8][NH:9][C:10](=O)[C@H:11]([NH:15][C:16]2[CH:21]=[CH:20][C:19]([C:22]#[N:23])=[C:18]([Cl:24])[C:17]=2[CH3:25])[C@@H:12]([OH:14])[CH3:13])=[O:7])=[CH:4][CH:3]=1.C1(C)C=CC(S(O)(=O)=O)=CC=1.CCN(P1(N(C)CCCN1C)=NC(C)(C)C)CC, predict the reaction product. The product is: [Cl:24][C:18]1[C:17]([CH3:25])=[C:16]([NH:15][C@@H:11]([C:10]2[O:7][C:6]([C:5]3[CH:4]=[CH:3][C:2]([Cl:1])=[CH:28][CH:27]=3)=[N:8][N:9]=2)[C@@H:12]([OH:14])[CH3:13])[CH:21]=[CH:20][C:19]=1[C:22]#[N:23]. (7) Given the reactants C([N:5]1[C:17]2[C:16]3[CH:15]=[CH:14][CH:13]=[CH:12][C:11]=3[N:10]=[C:9](N)[C:8]=2[N:7]=[CH:6]1)C(C)C.C(OCCCC[CH2:28][CH:29]([CH3:31])[CH3:30])(=O)C=C.C([NH2:36])(=O)C=C.C(OCC)(=O)C, predict the reaction product. The product is: [CH2:28]([N:7]1[C:8]2[C:17](=[C:16]([NH2:36])[CH:15]=[C:14]3[C:9]=2[N:10]=[CH:11][CH:12]=[CH:13]3)[N:5]=[CH:6]1)[CH:29]([CH3:31])[CH3:30]. (8) The product is: [C:26]([OH:25])(=[O:41])/[CH:29]=[CH:33]/[C:32]([OH:35])=[O:34].[Cl:1][C:2]1[C:7]([C:8]2[N:12]([S:13]([C:16]3[CH:17]=[N:18][CH:19]=[CH:20][CH:21]=3)(=[O:14])=[O:15])[CH:11]=[C:10]([CH2:22][NH:23][CH3:24])[CH:9]=2)=[CH:6][CH:5]=[CH:4][N:3]=1. Given the reactants [Cl:1][C:2]1[C:7]([C:8]2[N:12]([S:13]([C:16]3[CH:17]=[N:18][CH:19]=[CH:20][CH:21]=3)(=[O:15])=[O:14])[CH:11]=[C:10]([CH2:22][N:23](C)[C:24](=O)[O:25][C:26]([CH3:29])(C)C)[CH:9]=2)=[CH:6][CH:5]=[CH:4][N:3]=1.[C:32]([O:35]CC)(=[O:34])[CH3:33].Cl.C([OH:41])C, predict the reaction product.